Dataset: Peptide-MHC class I binding affinity with 185,985 pairs from IEDB/IMGT. Task: Regression. Given a peptide amino acid sequence and an MHC pseudo amino acid sequence, predict their binding affinity value. This is MHC class I binding data. (1) The MHC is HLA-A02:06 with pseudo-sequence HLA-A02:06. The peptide sequence is IVNCLSLSNL. The binding affinity (normalized) is 0.339. (2) The peptide sequence is VPGLPGTVL. The MHC is HLA-A03:01 with pseudo-sequence HLA-A03:01. The binding affinity (normalized) is 0.0847. (3) The peptide sequence is KTACRHHCNY. The MHC is Mamu-B01 with pseudo-sequence Mamu-B01. The binding affinity (normalized) is 0.